From a dataset of Reaction yield outcomes from USPTO patents with 853,638 reactions. Predict the reaction yield, written as a fraction of the theoretical maximum amount of product (1.0 means a 100% yield; for example, 0.34 means a 34% yield). (1) The reactants are [NH2:1][C:2]1[C:9]([F:10])=[CH:8][C:5]([C:6]#N)=[C:4]([F:11])[CH:3]=1.S(=O)(=O)(O)O.[OH2:17].[OH-:18].[Na+]. The catalyst is O1CCOCC1. The product is [NH2:1][C:2]1[C:9]([F:10])=[CH:8][C:5]([C:6]([OH:18])=[O:17])=[C:4]([F:11])[CH:3]=1. The yield is 0.420. (2) The reactants are [Cl:1][C:2]1[C:10]2[N:9]=[C:8]([NH:11][C:12]3[CH:13]=[N:14][C:15]([N:19]([CH3:21])[CH3:20])=[CH:16][C:17]=3[CH3:18])[N:7]([CH2:22][CH2:23][CH2:24][C:25](OCC)=[O:26])[C:6]=2[C:5]([CH:30]([CH2:33][CH3:34])[CH2:31][CH3:32])=[CH:4][CH:3]=1.[BH4-].[Li+].O. The catalyst is O1CCCC1. The product is [Cl:1][C:2]1[C:10]2[N:9]=[C:8]([NH:11][C:12]3[CH:13]=[N:14][C:15]([N:19]([CH3:21])[CH3:20])=[CH:16][C:17]=3[CH3:18])[N:7]([CH2:22][CH2:23][CH2:24][CH2:25][OH:26])[C:6]=2[C:5]([CH:30]([CH2:33][CH3:34])[CH2:31][CH3:32])=[CH:4][CH:3]=1. The yield is 0.520.